Task: Predict the product of the given reaction.. Dataset: Forward reaction prediction with 1.9M reactions from USPTO patents (1976-2016) Given the reactants [CH2:1]([C:3]1[S:12][C:6]2[N:7]=[CH:8][NH:9][C:10](=[O:11])[C:5]=2[CH:4]=1)[CH3:2].[I:13]I, predict the reaction product. The product is: [CH2:1]([C:3]1[S:12][C:6]2[N:7]=[CH:8][NH:9][C:10](=[O:11])[C:5]=2[C:4]=1[I:13])[CH3:2].